From a dataset of Full USPTO retrosynthesis dataset with 1.9M reactions from patents (1976-2016). Predict the reactants needed to synthesize the given product. (1) The reactants are: [Cl:1][C:2]1[CH:7]=[CH:6][N:5]=[C:4]2[C:8]([C:18](=[O:27])[NH:19][C@@H:20]3[CH2:25][CH2:24][O:23][CH2:22][C@H:21]3[OH:26])=[CH:9][N:10](C(OC(C)(C)C)=O)[C:3]=12.Cl. Given the product [Cl:1][C:2]1[CH:7]=[CH:6][N:5]=[C:4]2[C:8]([C:18]([NH:19][C@@H:20]3[CH2:25][CH2:24][O:23][CH2:22][C@H:21]3[OH:26])=[O:27])=[CH:9][NH:10][C:3]=12, predict the reactants needed to synthesize it. (2) The reactants are: C[O:2][C:3](=[O:31])[C@@H:4]([NH:13][C:14]([C:16]1[CH:17]=[C:18]([C:23]2[CH:28]=[CH:27][C:26]([F:29])=[C:25]([Cl:30])[CH:24]=2)[CH:19]=[CH:20][C:21]=1[OH:22])=[O:15])[CH2:5][C:6]1[CH:11]=[CH:10][C:9](Br)=[CH:8][CH:7]=1.[F:32][C:33]([F:44])([F:43])[C:34]1[CH:35]=[C:36](B(O)O)[CH:37]=[CH:38][CH:39]=1.[Li+].[OH-].O.C1COCC1.CO. Given the product [Cl:30][C:25]1[CH:24]=[C:23]([C:18]2[CH:19]=[CH:20][C:21]([OH:22])=[C:16]([C:14]([NH:13][C@@H:4]([CH2:5][C:6]3[CH:7]=[CH:8][C:9]([C:38]4[CH:37]=[CH:36][CH:35]=[C:34]([C:33]([F:44])([F:43])[F:32])[CH:39]=4)=[CH:10][CH:11]=3)[C:3]([OH:2])=[O:31])=[O:15])[CH:17]=2)[CH:28]=[CH:27][C:26]=1[F:29], predict the reactants needed to synthesize it. (3) Given the product [CH:25]1([NH:30][C:7](=[O:8])[C:6]2[CH:10]=[CH:11][C:3]([O:2][CH3:1])=[C:4](/[CH:12]=[CH:13]/[C:14]3[CH:19]=[CH:18][C:17]([O:20][C:21]([F:23])([F:24])[F:22])=[CH:16][CH:15]=3)[CH:5]=2)[CH2:29][CH2:28][CH2:27][CH2:26]1, predict the reactants needed to synthesize it. The reactants are: [CH3:1][O:2][C:3]1[CH:11]=[CH:10][C:6]([C:7](O)=[O:8])=[CH:5][C:4]=1/[CH:12]=[CH:13]/[C:14]1[CH:19]=[CH:18][C:17]([O:20][C:21]([F:24])([F:23])[F:22])=[CH:16][CH:15]=1.[CH:25]1([NH2:30])[CH2:29][CH2:28][CH2:27][CH2:26]1. (4) Given the product [CH:20]1[CH:21]=[C:22]2[C:23]([C:2]3[C:3]([NH:16][C:17]2=[CH:18][CH:19]=1)=[CH:4][C:5]1[C:14]([C:13]2[C:8]([NH:7][C:6]=1[CH:1]=3)=[CH:9][CH:10]=[CH:11][CH:12]=2)=[O:15])=[O:24], predict the reactants needed to synthesize it. The reactants are: [CH2:1]1[C:6]2[NH:7][C:8]3[C:13]([C:14](=[O:15])[C:5]=2[CH2:4][C:3]2[NH:16][C:17]4[C:22]([C:23](=[O:24])[C:2]1=2)=[CH:21][CH:20]=[CH:19][CH:18]=4)=[CH:12][CH:11]=[CH:10][CH:9]=3.[OH-].[Na+].[Na+].[Na+].C1C2C(=O)C3C(=CC=C(S([O-])(=O)=O)C=3)C(=O)C=2C=CC=1S([O-])(=O)=O.OO. (5) Given the product [F:1][C:2]1[CH:3]=[C:4]([O:11][CH3:12])[CH:5]=[CH:6][C:7]=1[N+:8]([O-:10])=[O:9], predict the reactants needed to synthesize it. The reactants are: [F:1][C:2]1[CH:3]=[C:4]([OH:11])[CH:5]=[CH:6][C:7]=1[N+:8]([O-:10])=[O:9].[C:12](=O)([O-])[O-].[K+].[K+]. (6) Given the product [CH3:14][N:15]([CH3:17])[CH:16]=[N:1][C:2]1[N:7]([CH2:8][CH3:9])[C:6](=[O:10])[NH:5][C:4](=[O:11])[CH:3]=1, predict the reactants needed to synthesize it. The reactants are: [NH2:1][C:2]1[N:7]([CH2:8][CH3:9])[C:6](=[O:10])[NH:5][C:4](=[O:11])[CH:3]=1.CO[CH:14](OC)[N:15]([CH3:17])[CH3:16]. (7) Given the product [CH2:13]([NH:15][C:5](=[O:11])[O:6][CH2:7][C:21]([F:20])([F:49])[CH2:22][N:23]1[C:27]([C:28]2[CH:29]=[CH:30][C:31]([F:34])=[CH:32][CH:33]=2)=[C:26]([C:35]2[CH:36]=[CH:37][C:38]3[O:43][CH2:42][C:41](=[O:44])[NH:40][C:39]=3[CH:45]=2)[C:25]([CH3:46])=[N:24]1)[CH3:14], predict the reactants needed to synthesize it. The reactants are: ClC(Cl)(O[C:5](=[O:11])[O:6][C:7](Cl)(Cl)Cl)Cl.[CH2:13]([N:15](CC)CC)[CH3:14].[F:20][C:21]([F:49])(CO)[CH2:22][N:23]1[C:27]([C:28]2[CH:33]=[CH:32][C:31]([F:34])=[CH:30][CH:29]=2)=[C:26]([C:35]2[CH:36]=[CH:37][C:38]3[O:43][CH2:42][C:41](=[O:44])[NH:40][C:39]=3[CH:45]=2)[C:25]([CH3:46])=[N:24]1.C(N)C.